Dataset: Forward reaction prediction with 1.9M reactions from USPTO patents (1976-2016). Task: Predict the product of the given reaction. Given the reactants [S:1]1[CH:5]=[CH:4][CH:3]=[C:2]1[C:6]([O:8]CC)=O.[CH2:11]([Mg]Br)[CH3:12].[CH2:15](OCC)[CH3:16], predict the reaction product. The product is: [OH:8][C:6]([C:2]1[S:1][CH:5]=[CH:4][CH:3]=1)([CH2:11][CH3:12])[CH2:15][CH3:16].